From a dataset of Catalyst prediction with 721,799 reactions and 888 catalyst types from USPTO. Predict which catalyst facilitates the given reaction. (1) Reactant: C[O:2][C:3](=[O:33])[CH2:4][C:5]1[C:14]([CH3:15])=[C:13]([CH:16]2[CH2:21][CH2:20][N:19]([S:22]([C:25]3[CH:30]=[CH:29][CH:28]=[CH:27][C:26]=3[Cl:31])(=[O:24])=[O:23])[CH2:18][CH2:17]2)[C:12]2[C:7](=[CH:8][CH:9]=[C:10]([F:32])[CH:11]=2)[CH:6]=1.O.[OH-].[Li+]. Product: [Cl:31][C:26]1[CH:27]=[CH:28][CH:29]=[CH:30][C:25]=1[S:22]([N:19]1[CH2:20][CH2:21][CH:16]([C:13]2[C:12]3[C:7](=[CH:8][CH:9]=[C:10]([F:32])[CH:11]=3)[CH:6]=[C:5]([CH2:4][C:3]([OH:33])=[O:2])[C:14]=2[CH3:15])[CH2:17][CH2:18]1)(=[O:23])=[O:24]. The catalyst class is: 20. (2) Reactant: [C:1]([O:5][C:6]([N:8]1[CH2:13][CH2:12][C@@H:11]([NH2:14])[C@H:10]([OH:15])[CH2:9]1)=[O:7])([CH3:4])([CH3:3])[CH3:2].F[C:17]1[CH:22]=[C:21]([F:23])[CH:20]=[CH:19][C:18]=1[N+:24]([O-:26])=[O:25].C(=O)([O-])[O-].[Na+].[Na+]. Product: [C:1]([O:5][C:6]([N:8]1[CH2:13][CH2:12][C@@H:11]([NH:14][C:17]2[CH:22]=[C:21]([F:23])[CH:20]=[CH:19][C:18]=2[N+:24]([O-:26])=[O:25])[C@H:10]([OH:15])[CH2:9]1)=[O:7])([CH3:4])([CH3:2])[CH3:3]. The catalyst class is: 41.